Predict the reactants needed to synthesize the given product. From a dataset of Full USPTO retrosynthesis dataset with 1.9M reactions from patents (1976-2016). (1) Given the product [CH2:32]([N:9]([CH2:6][CH2:7][CH3:8])[C:10]1[CH:11]=[C:12]([CH:30]=[CH2:1])[C:13](=[O:29])[N:14]2[C:19]=1[CH:18]=[CH:17][CH:16]=[C:15]2[C:20]1[C:21]([CH3:28])=[CH:22][C:23]([CH3:27])=[CH:24][C:25]=1[CH3:26])[CH2:33][CH3:34], predict the reactants needed to synthesize it. The reactants are: [CH2:1]([Li])CCC.[CH2:6]([N:9]([CH2:32][CH2:33][CH3:34])[C:10]1[CH:11]=[C:12]([CH:30]=O)[C:13](=[O:29])[N:14]2[C:19]=1[CH:18]=[CH:17][CH:16]=[C:15]2[C:20]1[C:25]([CH3:26])=[CH:24][C:23]([CH3:27])=[CH:22][C:21]=1[CH3:28])[CH2:7][CH3:8]. (2) Given the product [NH2:3][C:4]1[C:13]2[N:14]=[C:15]([CH2:23][NH2:24])[N:16]([CH2:17][C:18]3([OH:22])[CH2:21][CH2:20][CH2:19]3)[C:12]=2[C:11]2[CH:10]=[CH:9][CH:8]=[CH:7][C:6]=2[N:5]=1, predict the reactants needed to synthesize it. The reactants are: NN.[NH2:3][C:4]1[C:13]2[N:14]=[C:15]([CH2:23][N:24]3C(=O)C4C(=CC=CC=4)C3=O)[N:16]([CH2:17][C:18]3([OH:22])[CH2:21][CH2:20][CH2:19]3)[C:12]=2[C:11]2[CH:10]=[CH:9][CH:8]=[CH:7][C:6]=2[N:5]=1. (3) Given the product [C:15]([O:14][C:12](=[O:13])[NH:8][C:5]1[CH:6]=[CH:7][C:2]([Br:1])=[CH:3][C:4]=1[N+:9]([O-:11])=[O:10])([CH3:18])([CH3:17])[CH3:16], predict the reactants needed to synthesize it. The reactants are: [Br:1][C:2]1[CH:7]=[CH:6][C:5]([NH2:8])=[C:4]([N+:9]([O-:11])=[O:10])[CH:3]=1.[C:12](O[C:12]([O:14][C:15]([CH3:18])([CH3:17])[CH3:16])=[O:13])([O:14][C:15]([CH3:18])([CH3:17])[CH3:16])=[O:13].N. (4) Given the product [F:21][C:19]([F:20])([F:22])[C:18]1[N:14]([C:12]2[CH:11]=[CH:10][CH:9]=[C:8]([C:3]3[CH:4]=[CH:5][CH:6]=[CH:7][C:2]=3[O:1][CH2:8][C:3]3[CH:4]=[CH:59][C:58]([O:57][C:41]4[CH:42]=[CH:43][C:44]([C:19]([F:22])([F:21])[F:20])=[CH:45][CH:46]=4)=[CH:60][CH:2]=3)[N:13]=2)[N:15]=[CH:16][C:17]=1[C:23]([OH:25])=[O:24], predict the reactants needed to synthesize it. The reactants are: [OH:1][C:2]1[CH:7]=[CH:6][CH:5]=[CH:4][C:3]=1[C:8]1[N:13]=[C:12]([N:14]2[C:18]([C:19]([F:22])([F:21])[F:20])=[C:17]([C:23]([O:25]CC)=[O:24])[CH:16]=[N:15]2)[CH:11]=[CH:10][CH:9]=1.[C:41]1(P([C:41]2[CH:46]=[CH:45][CH:44]=[CH:43][CH:42]=2)[C:41]2[CH:46]=[CH:45][CH:44]=[CH:43][CH:42]=2)[CH:46]=[CH:45][CH:44]=[CH:43][CH:42]=1.N(C([O:57][CH:58]([CH3:60])[CH3:59])=O)=NC([O:57][CH:58]([CH3:60])[CH3:59])=O.